This data is from Full USPTO retrosynthesis dataset with 1.9M reactions from patents (1976-2016). The task is: Predict the reactants needed to synthesize the given product. (1) Given the product [N:18]1[S:19][N:20]=[C:16]2[CH:15]=[C:14]([NH:11][C:12]([NH:1][C:2]3[CH:10]=[CH:9][C:5]4[NH:6][CH:7]=[N:8][C:4]=4[CH:3]=3)=[S:13])[CH:22]=[CH:21][C:17]=12, predict the reactants needed to synthesize it. The reactants are: [NH2:1][C:2]1[CH:10]=[CH:9][C:5]2[NH:6][CH:7]=[N:8][C:4]=2[CH:3]=1.[N:11]([C:14]1[CH:22]=[CH:21][C:17]2=[N:18][S:19][N:20]=[C:16]2[CH:15]=1)=[C:12]=[S:13]. (2) The reactants are: C([O:3][C:4](=[O:28])[CH2:5][NH:6][C:7]([C:9]1[CH:13]=[C:12]([C:14]2[CH:19]=[CH:18][CH:17]=[C:16]([O:20][CH2:21][C:22]3[CH:27]=[CH:26][CH:25]=[CH:24][CH:23]=3)[CH:15]=2)[NH:11][N:10]=1)=[O:8])C.CO.O.O[Li].O. Given the product [CH2:21]([O:20][C:16]1[CH:15]=[C:14]([C:12]2[NH:11][N:10]=[C:9]([C:7]([NH:6][CH2:5][C:4]([OH:28])=[O:3])=[O:8])[CH:13]=2)[CH:19]=[CH:18][CH:17]=1)[C:22]1[CH:23]=[CH:24][CH:25]=[CH:26][CH:27]=1, predict the reactants needed to synthesize it. (3) Given the product [C:22]([O:21][C:19]([NH:18][CH:15]1[CH2:16][CH2:17][N:12]([C:4]2[S:5][C:6]([C:7]([O:9][CH2:10][CH3:11])=[O:8])=[C:2]([C:26]#[N:27])[N:3]=2)[CH2:13][CH2:14]1)=[O:20])([CH3:25])([CH3:24])[CH3:23], predict the reactants needed to synthesize it. The reactants are: Br[C:2]1[N:3]=[C:4]([N:12]2[CH2:17][CH2:16][CH:15]([NH:18][C:19]([O:21][C:22]([CH3:25])([CH3:24])[CH3:23])=[O:20])[CH2:14][CH2:13]2)[S:5][C:6]=1[C:7]([O:9][CH2:10][CH3:11])=[O:8].[CH3:26][N:27](C=O)C. (4) The reactants are: [Cl:1][C:2]1[CH:7]=[CH:6][C:5]([C:8]2[N:12]([CH:13]([CH:23]3[CH2:28][CH2:27][CH2:26][CH2:25][CH2:24]3)[CH2:14][O:15]CC3CCCCC3)[C:11]3[CH:29]=[C:30]([F:34])[C:31]([F:33])=[CH:32][C:10]=3[N:9]=2)=[CH:4][CH:3]=1.[F:35][C:36]1[CH:37]=[C:38]([CH:41]=[C:42]([F:44])[CH:43]=1)[C:39]#[N:40].C1(P(C2C=CC=CC=2)C2C=CC=CC=2)C=CC=CC=1.N(C(OC(C)(C)C)=O)=NC(OC(C)(C)C)=O. Given the product [Cl:1][C:2]1[CH:3]=[CH:4][C:5]([C:8]2[N:12]([CH:13]([CH:23]3[CH2:24][CH2:25][CH2:26][CH2:27][CH2:28]3)[CH2:14][O:15][C:43]3[C:36]([F:35])=[CH:37][C:38]([C:39]#[N:40])=[CH:41][C:42]=3[F:44])[C:11]3[CH:29]=[C:30]([F:34])[C:31]([F:33])=[CH:32][C:10]=3[N:9]=2)=[CH:6][CH:7]=1, predict the reactants needed to synthesize it. (5) Given the product [Cl:1][C:2]1[CH:3]=[CH:4][C:5]([C:8]2[N:12]=[CH:13][C:14]([OH:15])=[N:16][CH:9]=2)=[CH:6][CH:7]=1, predict the reactants needed to synthesize it. The reactants are: [Cl:1][C:2]1[CH:7]=[CH:6][C:5]([C:8](=O)[CH:9]=O)=[CH:4][CH:3]=1.[NH2:12][CH2:13][C:14]([NH2:16])=[O:15].[OH-].[Na+].Cl.C(=O)(O)[O-].[Na+]. (6) Given the product [Br:16][C:7]1[C:2]([OH:1])=[C:3]([C:8]([O:10][CH3:11])=[O:9])[CH:4]=[N:5][CH:6]=1, predict the reactants needed to synthesize it. The reactants are: [OH:1][C:2]1[CH:7]=[CH:6][N:5]=[CH:4][C:3]=1[C:8]([O:10][CH3:11])=[O:9].C(O)(=O)C.[Br:16]N1C(=O)CCC1=O.